Task: Regression. Given two drug SMILES strings and cell line genomic features, predict the synergy score measuring deviation from expected non-interaction effect.. Dataset: NCI-60 drug combinations with 297,098 pairs across 59 cell lines Drug 1: CNC(=O)C1=CC=CC=C1SC2=CC3=C(C=C2)C(=NN3)C=CC4=CC=CC=N4. Drug 2: CN(C(=O)NC(C=O)C(C(C(CO)O)O)O)N=O. Cell line: OVCAR-8. Synergy scores: CSS=-1.89, Synergy_ZIP=1.90, Synergy_Bliss=1.16, Synergy_Loewe=0.0972, Synergy_HSA=-0.101.